Dataset: Catalyst prediction with 721,799 reactions and 888 catalyst types from USPTO. Task: Predict which catalyst facilitates the given reaction. (1) Reactant: [C:1]1(=[CH:7][C:8]2[C:9]([C:17]3[CH:22]=[C:21]([C:23]([CH3:26])([CH3:25])[CH3:24])[CH:20]=[C:19]([C:27]([CH3:30])([CH3:29])[CH3:28])[CH:18]=3)=[N:10][C:11]([C:14]([OH:16])=O)=[N:12][CH:13]=2)[CH2:6][CH2:5][CH2:4][CH2:3][CH2:2]1.[O:31]1[CH2:34][CH:33]([NH2:35])[CH2:32]1. Product: [C:1]1(=[CH:7][C:8]2[C:9]([C:17]3[CH:22]=[C:21]([C:23]([CH3:26])([CH3:24])[CH3:25])[CH:20]=[C:19]([C:27]([CH3:28])([CH3:29])[CH3:30])[CH:18]=3)=[N:10][C:11]([C:14]([NH:35][CH:33]3[CH2:34][O:31][CH2:32]3)=[O:16])=[N:12][CH:13]=2)[CH2:6][CH2:5][CH2:4][CH2:3][CH2:2]1. The catalyst class is: 34. (2) Reactant: [C:1]([O:5][C:6]([C@@:8]1([CH2:22][CH:23]=[CH2:24])[CH2:12][C:11](=[O:13])[N:10]([C@@H:14]([C:16]2[CH:21]=[CH:20][CH:19]=[CH:18][CH:17]=2)[CH3:15])[CH2:9]1)=[O:7])([CH3:4])([CH3:3])[CH3:2].C1C=C(Cl)C=C(C(OO)=[O:33])C=1. Product: [C:1]([O:5][C:6]([C:8]1([CH2:22][CH:23]2[CH2:24][O:33]2)[CH2:12][C:11](=[O:13])[N:10]([C@@H:14]([C:16]2[CH:17]=[CH:18][CH:19]=[CH:20][CH:21]=2)[CH3:15])[CH2:9]1)=[O:7])([CH3:4])([CH3:3])[CH3:2]. The catalyst class is: 2. (3) Reactant: [F:1][C:2]([F:29])([C:22]1[CH:27]=[CH:26][C:25]([F:28])=[CH:24][N:23]=1)[C:3]1[N:12]=[C:11](SC)[C:10]2[C:5](=[C:6]([N:15]3[CH2:20][CH2:19][O:18][CH2:17][C:16]3=[O:21])[CH:7]=[CH:8][CH:9]=2)[N:4]=1.ClC1C=CC=C(C(OO)=O)C=1.S([O-])([O-])(=O)=S.[Na+].[Na+].C(=O)(O)[O-].[Na+].[CH3:53][C:54]1[NH:58][N:57]=[C:56]([NH2:59])[CH:55]=1. Product: [F:1][C:2]([F:29])([C:22]1[CH:27]=[CH:26][C:25]([F:28])=[CH:24][N:23]=1)[C:3]1[N:12]=[C:11]([NH:59][C:56]2[CH:55]=[C:54]([CH3:53])[NH:58][N:57]=2)[C:10]2[C:5](=[C:6]([N:15]3[CH2:20][CH2:19][O:18][CH2:17][C:16]3=[O:21])[CH:7]=[CH:8][CH:9]=2)[N:4]=1. The catalyst class is: 168. (4) Reactant: [CH2:1]([O:8][C:9]1[C:24]([O:25][CH3:26])=[CH:23][C:12]([C:13]([O:15][CH2:16][C:17]2[CH:22]=[CH:21][CH:20]=[CH:19][CH:18]=2)=[O:14])=[C:11]([N+:27]([O-])=O)[CH:10]=1)[C:2]1[CH:7]=[CH:6][CH:5]=[CH:4][CH:3]=1.C(#N)C.S(S([O-])=O)([O-])=O.[Na+].[Na+]. Product: [NH2:27][C:11]1[CH:10]=[C:9]([O:8][CH2:1][C:2]2[CH:3]=[CH:4][CH:5]=[CH:6][CH:7]=2)[C:24]([O:25][CH3:26])=[CH:23][C:12]=1[C:13]([O:15][CH2:16][C:17]1[CH:18]=[CH:19][CH:20]=[CH:21][CH:22]=1)=[O:14]. The catalyst class is: 6. (5) Reactant: [NH2:1][C@H:2]([CH2:7][C:8]1[CH:13]=[CH:12][CH:11]=[CH:10][CH:9]=1)/[CH:3]=[CH:4]/[C:5]#[N:6].[F:14][C:15]([F:28])([F:27])[O:16][C:17]1[CH:22]=[CH:21][CH:20]=[CH:19][C:18]=1[S:23](Cl)(=[O:25])=[O:24].Cl. Product: [C:5](/[CH:4]=[CH:3]/[C@H:2]([NH:1][S:23]([C:18]1[CH:19]=[CH:20][CH:21]=[CH:22][C:17]=1[O:16][C:15]([F:14])([F:27])[F:28])(=[O:25])=[O:24])[CH2:7][C:8]1[CH:13]=[CH:12][CH:11]=[CH:10][CH:9]=1)#[N:6]. The catalyst class is: 2. (6) Reactant: C(NC(C)C)(C)C.[Li].[CH2:9]=[C:10]1[CH2:14][CH2:13][CH:12]([C:15]([O:17][C:18]([CH3:21])([CH3:20])[CH3:19])=[O:16])[CH2:11]1.[CH3:22][C:23]([CH3:25])=[O:24]. Product: [CH2:9]=[C:10]1[CH2:14][CH2:13][C:12]([C:23]([OH:24])([CH3:25])[CH3:22])([C:15]([O:17][C:18]([CH3:21])([CH3:20])[CH3:19])=[O:16])[CH2:11]1. The catalyst class is: 7. (7) Reactant: Cl[C:2]1[CH:3]=[C:4]([C:10]2[CH2:11][CH2:12][O:13][CH2:14][CH:15]=2)[C:5](=[O:9])[N:6]([CH3:8])[N:7]=1.[CH3:16][C:17]1[CH:23]=[CH:22][C:20]([NH2:21])=[CH:19][C:18]=1B1OC(C)(C)C(C)(C)O1.C(Cl)Cl.C([O-])([O-])=O.[Na+].[Na+]. Product: [NH2:21][C:20]1[CH:19]=[CH:18][C:17]([CH3:16])=[C:23]([C:2]2[CH:3]=[C:4]([C:10]3[CH2:11][CH2:12][O:13][CH2:14][CH:15]=3)[C:5](=[O:9])[N:6]([CH3:8])[N:7]=2)[CH:22]=1.[NH2:21][C:20]1[CH:19]=[CH:18][C:17]([CH3:16])=[C:23]([C:2]2[CH:3]=[C:4]([CH:10]3[CH2:11][CH2:12][O:13][CH2:14][CH2:15]3)[C:5](=[O:9])[N:6]([CH3:8])[N:7]=2)[CH:22]=1. The catalyst class is: 438. (8) Reactant: [CH3:1][S:2]([N:5]1[C:13]2[C:8](=[CH:9][C:10]([CH:14]([CH3:20])[C:15]([O:17]CC)=[O:16])=[CH:11][CH:12]=2)[CH2:7][CH2:6]1)(=[O:4])=[O:3].[Li+].[OH-]. Product: [CH3:1][S:2]([N:5]1[C:13]2[C:8](=[CH:9][C:10]([CH:14]([CH3:20])[C:15]([OH:17])=[O:16])=[CH:11][CH:12]=2)[CH2:7][CH2:6]1)(=[O:4])=[O:3]. The catalyst class is: 20.